Predict the reactants needed to synthesize the given product. From a dataset of Full USPTO retrosynthesis dataset with 1.9M reactions from patents (1976-2016). (1) Given the product [Br:14][C:15]1[CH:22]=[CH:21][CH:20]=[CH:19][C:16]=1[CH2:17][NH:18][C:6](=[O:7])[C:5]1[CH:9]=[CH:10][C:2]([Cl:1])=[C:3]([N+:11]([O-:13])=[O:12])[CH:4]=1, predict the reactants needed to synthesize it. The reactants are: [Cl:1][C:2]1[CH:10]=[CH:9][C:5]([C:6](Cl)=[O:7])=[CH:4][C:3]=1[N+:11]([O-:13])=[O:12].[Br:14][C:15]1[CH:22]=[CH:21][CH:20]=[CH:19][C:16]=1[CH2:17][NH2:18]. (2) The reactants are: [OH:1][CH:2]([C:19]1[CH:24]=[CH:23][CH:22]=[CH:21][C:20]=1[O:25][CH3:26])[CH2:3][O:4][C:5]1[CH:18]=[CH:17][C:8](/[CH:9]=[C:10]2/[C:11](=[O:16])[NH:12][C:13](=[O:15])[S:14]/2)=[CH:7][CH:6]=1.O.N1C=CC=CC=1C1C=CC=CN=1.[BH4-].[Na+]. Given the product [OH:1][CH:2]([C:19]1[CH:24]=[CH:23][CH:22]=[CH:21][C:20]=1[O:25][CH3:26])[CH2:3][O:4][C:5]1[CH:18]=[CH:17][C:8]([CH2:9][CH:10]2[S:14][C:13](=[O:15])[NH:12][C:11]2=[O:16])=[CH:7][CH:6]=1, predict the reactants needed to synthesize it.